From a dataset of Forward reaction prediction with 1.9M reactions from USPTO patents (1976-2016). Predict the product of the given reaction. (1) Given the reactants C(OC([NH:8][CH:9]([CH:20]1[CH2:22][CH2:21]1)[C:10]1[CH:19]=[CH:18][C:13]([C:14]([O:16][CH3:17])=[O:15])=[CH:12][CH:11]=1)=O)(C)(C)C.[ClH:23].O1CCOCC1, predict the reaction product. The product is: [ClH:23].[NH2:8][CH:9]([CH:20]1[CH2:22][CH2:21]1)[C:10]1[CH:11]=[CH:12][C:13]([C:14]([O:16][CH3:17])=[O:15])=[CH:18][CH:19]=1. (2) Given the reactants [Cl:1][C:2]1[S:6][C:5]([C:7]([NH:9][C:10]2[C:18]3[C:17](=[O:19])O[C:15](=[O:20])[C:14]=3[CH:13]=[CH:12][CH:11]=2)=[O:8])=[CH:4][CH:3]=1.[N:21]1[CH:26]=[CH:25][C:24]([N:27]2[CH2:32][CH2:31][N:30]([CH2:33][CH2:34][NH2:35])[CH2:29][CH2:28]2)=[CH:23][CH:22]=1, predict the reaction product. The product is: [Cl:1][C:2]1[S:6][C:5]([C:7]([NH:9][C:10]2[CH:11]=[CH:12][CH:13]=[C:14]3[C:18]=2[C:17](=[O:19])[N:35]([CH2:34][CH2:33][N:30]2[CH2:29][CH2:28][N:27]([C:24]4[CH:25]=[CH:26][N:21]=[CH:22][CH:23]=4)[CH2:32][CH2:31]2)[C:15]3=[O:20])=[O:8])=[CH:4][CH:3]=1.